This data is from Tyrosyl-DNA phosphodiesterase HTS with 341,365 compounds. The task is: Binary Classification. Given a drug SMILES string, predict its activity (active/inactive) in a high-throughput screening assay against a specified biological target. (1) The molecule is S(=O)(=O)(/N=C1\c2c(C(=O)C(Nc3cc(ccc3)C(O)=O)=C1)cccc2)c1ccc(cc1)C. The result is 0 (inactive). (2) The drug is S(=O)(=O)(N1CCOCC1)c1ccc(cc1)c1nc(sc1)c1cccnc1. The result is 0 (inactive). (3) The molecule is S=C/1C(N(C(=O)C2CC2)c2c(C1=C1/SC(=C(S1)C(OC)=O)C(OC)=O)cccc2)(C)C. The result is 0 (inactive). (4) The molecule is o1c(CN(Cc2cc3c([nH]c2=O)c(ccc3)C)C(=O)c2occc2)ccc1. The result is 0 (inactive). (5) The molecule is S1(=O)(=O)N=C(Nc2c1cccc2)CCCC(=O)Nc1ccccc1. The result is 0 (inactive). (6) The molecule is o1nc2c([N+]([O-])=O)c(Nc3ccc(cc3)C(=O)N)ccc2n1. The result is 0 (inactive). (7) The drug is O=C1N(C(=O)C2C1C1CC2C=C1)C(CCCCN1C(=O)C2C(C3CC2C=C3)C1=O)C(OCC(=O)c1ccc(OC)cc1)=O. The result is 0 (inactive). (8) The compound is O(c1c(C2NC(=O)NC(=C2C(=O)C)c2ccccc2)cccc1)CC(=O)Nc1ccccc1. The result is 0 (inactive).